Dataset: Forward reaction prediction with 1.9M reactions from USPTO patents (1976-2016). Task: Predict the product of the given reaction. (1) Given the reactants Cl[CH2:2][C:3](=[O:5])[CH3:4].[O:6]=[C:7]([C:14]1[S:15][CH:16]=[CH:17][CH:18]=1)[CH2:8][C:9]([O:11][CH2:12][CH3:13])=[O:10].C(=O)([O-])[O-].[K+].[K+].[I-].[K+], predict the reaction product. The product is: [CH2:12]([O:11][C:9](=[O:10])[CH:8]([C:7]([C:14]1[S:15][CH:16]=[CH:17][CH:18]=1)=[O:6])[CH2:2][C:3](=[O:5])[CH3:4])[CH3:13]. (2) Given the reactants F[C:2]1[C:7]([F:8])=[C:6]([I:9])[CH:5]=[CH:4][N:3]=1.C(O)(=[O:12])C.O, predict the reaction product. The product is: [F:8][C:7]1[C:2](=[O:12])[NH:3][CH:4]=[CH:5][C:6]=1[I:9]. (3) Given the reactants [CH3:1][C:2]1[O:6][C:5]([CH2:7][C:8]([OH:10])=O)=[CH:4][CH:3]=1.CN(C)CCCN=C=NCC.ON1C2N=CC=CC=2N=N1.[F:32][C:33]1[CH:39]=[CH:38][C:36]([NH2:37])=[CH:35][CH:34]=1, predict the reaction product. The product is: [F:32][C:33]1[CH:39]=[CH:38][C:36]([NH:37][C:8](=[O:10])[CH2:7][C:5]2[O:6][C:2]([CH3:1])=[CH:3][CH:4]=2)=[CH:35][CH:34]=1. (4) Given the reactants [Cl:1][C:2]1[CH:7]=[C:6]([NH2:8])[CH:5]=[C:4]([Cl:9])[N:3]=1.CC(C)([O-])C.[Na+].C(P(C(C)(C)C)C1C=CC=CC=1C1C(C(C)C)=CC(C(C)C)=CC=1C(C)C)(C)(C)C.Br[C:47]1[N:51]=[CH:50][N:49]([CH2:52][C:53]2[CH:58]=[CH:57][C:56]([O:59][CH3:60])=[CH:55][CH:54]=2)[N:48]=1, predict the reaction product. The product is: [Cl:1][C:2]1[CH:7]=[C:6]([NH:8][C:47]2[N:51]=[CH:50][N:49]([CH2:52][C:53]3[CH:58]=[CH:57][C:56]([O:59][CH3:60])=[CH:55][CH:54]=3)[N:48]=2)[CH:5]=[C:4]([Cl:9])[N:3]=1.